From a dataset of Full USPTO retrosynthesis dataset with 1.9M reactions from patents (1976-2016). Predict the reactants needed to synthesize the given product. (1) Given the product [NH2:40][C:41]1[N:46]=[CH:45][N:44]=[C:43]2[N:47]([C@H:67]3[CH2:72][CH2:71][C@@H:70]([N:73]4[CH2:74][CH2:75][N:76]([CH3:79])[CH2:77][CH2:78]4)[CH2:69][CH2:68]3)[N:48]=[C:49]([C:50]3[CH:55]=[CH:54][C:53]([NH:56][C:57]4[O:39][C:33]5[C:34]([CH3:38])=[CH:35][CH:36]=[CH:37][C:32]=5[N:31]=4)=[CH:52][CH:51]=3)[C:42]=12, predict the reactants needed to synthesize it. The reactants are: NC1C=CC(C2C3C(=NC=NC=3N)N([C@H]3CC[C@@H](N4CCN(C)CC4)CC3)N=2)=CC=1.[NH2:31][C:32]1[CH:37]=[CH:36][CH:35]=[C:34]([CH3:38])[C:33]=1[OH:39].[NH2:40][C:41]1[N:46]=[CH:45][N:44]=[C:43]2[N:47]([C@H:67]3[CH2:72][CH2:71][C@@H:70]([N:73]4[CH2:78][CH2:77][N:76]([CH3:79])[CH2:75][CH2:74]4)[CH2:69][CH2:68]3)[N:48]=[C:49]([C:50]3[CH:55]=[CH:54][C:53]([NH:56][C:57]4OC5C=CC=C(C)C=5N=4)=[CH:52][CH:51]=3)[C:42]=12. (2) Given the product [CH2:1]([CH:3]([C:6]1[C:14]2[N:13]([CH2:30][C:31]([O:33][CH:34]([CH3:36])[CH3:35])=[O:32])[C:12](=[O:15])[N:11]([C:16]([O:18][C:19]([CH3:20])([CH3:22])[CH3:21])=[O:17])[C:10]=2[CH:9]=[CH:8][CH:7]=1)[CH2:4][CH3:5])[CH3:2], predict the reactants needed to synthesize it. The reactants are: [CH2:1]([CH:3]([C:6]1[C:14]2[NH:13][C:12](=[O:15])[N:11]([C:16]([O:18][C:19]([CH3:22])([CH3:21])[CH3:20])=[O:17])[C:10]=2[CH:9]=[CH:8][CH:7]=1)[CH2:4][CH3:5])[CH3:2].C(=O)([O-])[O-].[K+].[K+].Br[CH2:30][C:31]([O:33][CH:34]([CH3:36])[CH3:35])=[O:32]. (3) Given the product [CH3:1][O:2][C:3]1[CH:8]=[CH:7][C:6]([C:9]2[CH:10]=[CH:11][C:12]([C:15]([OH:17])=[O:16])=[CH:13][CH:14]=2)=[CH:5][C:4]=1[C:20]1[CH:25]=[CH:24][CH:23]=[C:22]([N+:26]([O-:28])=[O:27])[CH:21]=1, predict the reactants needed to synthesize it. The reactants are: [CH3:1][O:2][C:3]1[CH:8]=[CH:7][C:6]([C:9]2[CH:14]=[CH:13][C:12]([C:15]([O:17]CC)=[O:16])=[CH:11][CH:10]=2)=[CH:5][C:4]=1[C:20]1[CH:25]=[CH:24][CH:23]=[C:22]([N+:26]([O-:28])=[O:27])[CH:21]=1.[OH-].[Na+].Cl. (4) Given the product [NH:11]1[C:15]2[CH:16]=[CH:17][CH:18]=[CH:19][C:14]=2[N:13]=[C:12]1[C@H:8]([NH:9][C:10]([NH:34][CH:30]1[CH2:31][CH2:32][CH2:33][N:28]([CH2:27][CH:26]([F:35])[F:25])[CH2:29]1)=[O:20])[CH2:7][C:6]1[CH:21]=[CH:22][C:3]([O:2][CH3:1])=[CH:4][CH:5]=1, predict the reactants needed to synthesize it. The reactants are: [CH3:1][O:2][C:3]1[CH:22]=[CH:21][C:6]([CH2:7][C@@H:8]2[C:12]3=[N:13][C:14]4[CH:19]=[CH:18][CH:17]=[CH:16][C:15]=4[N:11]3[C:10](=[O:20])[NH:9]2)=[CH:5][CH:4]=1.Cl.Cl.[F:25][CH:26]([F:35])[CH2:27][N:28]1[CH2:33][CH2:32][CH2:31][CH:30]([NH2:34])[CH2:29]1.C(O)(C(F)(F)F)=O.